Task: Predict the reactants needed to synthesize the given product.. Dataset: Full USPTO retrosynthesis dataset with 1.9M reactions from patents (1976-2016) (1) Given the product [N:6]12[CH2:11][CH2:10][CH:9]([CH2:12][CH2:13]1)[C@@H:8]([NH:14][C:15]([C:17]1[O:18][C:19]3[C:25]([C:26]4[CH:31]=[CH:30][CH:29]=[CH:28][C:27]=4[OH:32])=[CH:24][CH:23]=[CH:22][C:20]=3[CH:21]=1)=[O:16])[CH2:7]2, predict the reactants needed to synthesize it. The reactants are: B(Br)(Br)Br.Cl.[N:6]12[CH2:13][CH2:12][CH:9]([CH2:10][CH2:11]1)[C@@H:8]([NH:14][C:15]([C:17]1[O:18][C:19]3[C:25]([C:26]4[CH:31]=[CH:30][CH:29]=[CH:28][C:27]=4[O:32]C)=[CH:24][CH:23]=[CH:22][C:20]=3[CH:21]=1)=[O:16])[CH2:7]2.C(OCC)C.[OH-].[Na+]. (2) Given the product [Cl:1][C:2]1[CH:14]=[CH:13][CH:12]=[CH:11][C:3]=1[CH2:4][N:5]([C:16]1[C:17]([C:28]([F:30])([F:31])[F:29])=[CH:18][C:19]([N+:25]([O-:27])=[O:26])=[CH:20][C:21]=1[N+:22]([O-:24])=[O:23])[C:6](=[O:10])[O:7][CH2:8][CH3:9], predict the reactants needed to synthesize it. The reactants are: [Cl:1][C:2]1[CH:14]=[CH:13][CH:12]=[CH:11][C:3]=1[CH2:4][NH:5][C:6](=[O:10])[O:7][CH2:8][CH3:9].Cl[C:16]1[C:21]([N+:22]([O-:24])=[O:23])=[CH:20][C:19]([N+:25]([O-:27])=[O:26])=[CH:18][C:17]=1[C:28]([F:31])([F:30])[F:29].[H-].[Na+].Cl. (3) Given the product [Cl:1][C:2]1[CH:3]=[C:4]([N:9]2[C:13](=[O:14])[NH:12][C:11]([C:15]3[CH:22]=[CH:21][C:18]([CH:19]=[O:33])=[CH:17][CH:16]=3)=[N:10]2)[CH:5]=[CH:6][C:7]=1[Cl:8], predict the reactants needed to synthesize it. The reactants are: [Cl:1][C:2]1[CH:3]=[C:4]([N:9]2[C:13](=[O:14])[NH:12][C:11]([C:15]3[CH:22]=[CH:21][C:18]([C:19]#N)=[CH:17][CH:16]=3)=[N:10]2)[CH:5]=[CH:6][C:7]=1[Cl:8].C(C1C=CC(C(=O)C(O)=[O:33])=CC=1)#N.Cl.ClC1C=C(NN)C=CC=1Cl.Cl. (4) The reactants are: [NH2:1][C:2]1[N:7]=[C:6]([Cl:8])[CH:5]=[CH:4][N:3]=1.[NH2:9][C:10]1[CH:15]=[CH:14][C:13]([S:16]([NH2:19])(=[O:18])=[O:17])=[CH:12][CH:11]=1.Cl. Given the product [ClH:8].[NH2:1][C:2]1[N:7]=[C:6]([NH:9][C:10]2[CH:15]=[CH:14][C:13]([S:16]([NH2:19])(=[O:17])=[O:18])=[CH:12][CH:11]=2)[CH:5]=[CH:4][N:3]=1, predict the reactants needed to synthesize it. (5) Given the product [NH2:1][CH2:2][CH2:3][N:4]1[C:8]2[CH:9]=[C:10]([S:13]([CH3:14])=[O:29])[CH:11]=[CH:12][C:7]=2[N:6]([C:15]([CH:17]2[CH2:22][CH:21]([CH3:23])[CH2:20][CH2:19][CH:18]2[CH:24]([CH3:26])[CH3:25])=[O:16])[C:5]1=[O:27], predict the reactants needed to synthesize it. The reactants are: [NH2:1][CH2:2][CH2:3][N:4]1[C:8]2[CH:9]=[C:10]([S:13][CH3:14])[CH:11]=[CH:12][C:7]=2[N:6]([C:15]([CH:17]2[CH2:22][CH:21]([CH3:23])[CH2:20][CH2:19][CH:18]2[CH:24]([CH3:26])[CH3:25])=[O:16])[C:5]1=[O:27].C(O)(C(F)(F)F)=[O:29].CS(C)=O. (6) Given the product [N:1]1([C:6]([C:8]2[CH:23]=[CH:22][C:11]([CH2:12][C:13]3[CH:18]=[CH:17][C:16]([NH2:19])=[CH:15][CH:14]=3)=[CH:10][CH:9]=2)=[O:7])[CH2:2][CH2:3][CH2:4][CH2:5]1, predict the reactants needed to synthesize it. The reactants are: [N:1]1([C:6]([C:8]2[CH:23]=[CH:22][C:11]([CH2:12][C:13]3[CH:18]=[CH:17][C:16]([N+:19]([O-])=O)=[CH:15][CH:14]=3)=[CH:10][CH:9]=2)=[O:7])[CH2:5][CH2:4][CH2:3][CH2:2]1. (7) Given the product [F:36][C:20]([F:35])([F:19])[C:21]1[CH:22]=[C:23]2[C:27](=[CH:28][CH:29]=1)[N:26]([CH2:43][C:40]1[CH:41]=[CH:42][N:37]=[CH:38][CH:39]=1)[C:25]([C:30]([O:32][CH2:33][CH3:34])=[O:31])=[CH:24]2, predict the reactants needed to synthesize it. The reactants are: N(C(N1CCCCC1)=O)=NC(N1CCCCC1)=O.[F:19][C:20]([F:36])([F:35])[C:21]1[CH:22]=[C:23]2[C:27](=[CH:28][CH:29]=1)[NH:26][C:25]([C:30]([O:32][CH2:33][CH3:34])=[O:31])=[CH:24]2.[N:37]1[CH:42]=[CH:41][C:40]([CH2:43]O)=[CH:39][CH:38]=1.C(P(CCCC)CCCC)CCC. (8) Given the product [Cl:23][C:4]1[CH:3]=[C:2]([NH:1][C:40]2[C:41]3[N:33]([CH2:32][CH2:31][NH:30][C:29](=[O:28])[CH2:51][S:52]([CH3:55])(=[O:54])=[O:53])[CH:34]=[CH:35][C:36]=3[N:37]=[CH:38][N:39]=2)[CH:22]=[CH:21][C:5]=1[O:6][C:7]1[CH:8]=[C:9]([CH:18]=[CH:19][CH:20]=1)[CH2:10][NH:11][C:12](=[O:17])[C:13]([CH3:16])([CH3:15])[CH3:14], predict the reactants needed to synthesize it. The reactants are: [NH2:1][C:2]1[CH:22]=[CH:21][C:5]([O:6][C:7]2[CH:8]=[C:9]([CH:18]=[CH:19][CH:20]=2)[CH2:10][NH:11][C:12](=[O:17])[C:13]([CH3:16])([CH3:15])[CH3:14])=[C:4]([Cl:23])[CH:3]=1.C([O:28][C:29](=O)[NH:30][CH2:31][CH2:32][N:33]1[C:41]2[C:40](Cl)=[N:39][CH:38]=[N:37][C:36]=2[CH:35]=[CH:34]1)(C)(C)C.Cl.C(OCC)(=O)C.[CH3:51][S:52]([CH2:55]C(O)=O)(=[O:54])=[O:53].Cl.C(N=C=NCCCN(C)C)C.ON1C2C=CC=CC=2N=N1. (9) Given the product [CH2:1]([S:8]([N:11]([C:12]([CH:14]1[CH2:15][CH2:16][N:17]([C:20]2[C:30]([C:31]#[N:32])=[CH:29][C:23]([C:24]([O:26][CH2:27][CH3:28])=[O:25])=[C:22]([CH3:33])[N:21]=2)[CH2:18][CH2:19]1)=[O:13])[CH2:34][C:35]([OH:37])=[O:36])(=[O:10])=[O:9])[C:2]1[CH:3]=[CH:4][CH:5]=[CH:6][CH:7]=1, predict the reactants needed to synthesize it. The reactants are: [CH2:1]([S:8]([N:11]([CH2:34][C:35]([O:37]C(C)(C)C)=[O:36])[C:12]([CH:14]1[CH2:19][CH2:18][N:17]([C:20]2[C:30]([C:31]#[N:32])=[CH:29][C:23]([C:24]([O:26][CH2:27][CH3:28])=[O:25])=[C:22]([CH3:33])[N:21]=2)[CH2:16][CH2:15]1)=[O:13])(=[O:10])=[O:9])[C:2]1[CH:7]=[CH:6][CH:5]=[CH:4][CH:3]=1.C(Cl)Cl.C(O)(C(F)(F)F)=O.